From a dataset of Experimentally validated miRNA-target interactions with 360,000+ pairs, plus equal number of negative samples. Binary Classification. Given a miRNA mature sequence and a target amino acid sequence, predict their likelihood of interaction. (1) The miRNA is mmu-miR-501-5p with sequence AAUCCUUUGUCCCUGGGUGAAA. The protein sequence of the target gene is MVQSCSAYGCKNRYDKDKPVSFHKFPLTRPSLCKQWEAAVKRKNFKPTKYSSICSEHFTPDCFKRECNNKLLKENAVPTIFLYIEPHEKKEDLESQEQLPSPSPPASQVDAAIGLLMPPLQTPDNLSVFCDHNYTVEDTMHQRKRILQLEQQVEKLRKKLKTAQQRCRRQERQLEKLKEVVHFQREKDDASERGYVILPNDYFEIVEVPA. Result: 0 (no interaction). (2) The miRNA is mmu-miR-320-5p with sequence GCCUUCUCUUCCCGGUUCUUCC. The protein sequence of the target gene is MGLRAGGALRRAGAGPGAPEGQGPGGAQGGSIHSGCIATVHNVPIAVLIRPLPSVLDPAKVQSLVDTILADPDSVPPIDVLWIKGAQGGDYYYSFGGCHRYAAYQQLQRETIPAKLVRSTLSDLRMYLGASTPDLQ. Result: 0 (no interaction). (3) The miRNA is hsa-miR-5700 with sequence UAAUGCAUUAAAUUAUUGAAGG. The protein sequence of the target gene is MWSPEREAEAPAGGDPAGLLPPEWEEDEERMSFLFSAFKRSREVNSTDWDSKMGFWAPLVLSHSRRQGVVRLRLRDLQEAFQRKGSVPLGLATVLQDLLRRGELQRESDFMASVDSSWISWGVGVFLLKPLKWTLSNMLGDNKVPAEEVLVAVELLKEKAEEVYRLYQNSPLSSHPVVALSELSTLCANSCPDERTFYLVLLQLQKEKRVTVLEQNGEKIVKFARGPRAKVSPVNDVDVGVYQLMQSEQLLSRKVESLSQEAERCKEEARRACRAGKKQLALRSLKAKQRTEKRIEALHA.... Result: 0 (no interaction). (4) The miRNA is hsa-miR-3614-3p with sequence UAGCCUUCAGAUCUUGGUGUUUU. The protein sequence of the target gene is MKPFQLDLLFVCFFLFSQELGLQKRGCCLVLGYMAKDKFRRMNEGQVYSFSQQPQDQVVVSGQPVTLLCAIPEYDGFVLWIKDGLALGVGRDLSSYPQYLVVGNHLSGEHHLKILRAELQDDAVYECQAIQAAIRSRPARLTVLVPPDDPVILGGPVISLRAGDPLNLTCHADNAKPAASIIWLRKGEVINGATYSKTLLRDGKRESIVSTLFISPGDVENGQSIVCRATNKAIPGGKETSVTIDIQHPPLVNLSVEPQPVLEDNVVTFHCSAKANPAVTQYRWAKRGQIIKEASGEVYR.... Result: 0 (no interaction). (5) The miRNA is hsa-miR-3135b with sequence GGCUGGAGCGAGUGCAGUGGUG. The protein sequence of the target gene is MEDGKRERWPTLMERLCSDGFAFPQYPIKPYHLKRIHRAVLHGNLEKLKYLLLTYYDANKRDRKERTALHLACATGQPEMVHLLVSRRCELNLCDREDRTPLIKAVQLRQEACATLLLQNGANPNITDFFGRTALHYAVYNEDTSMIEKLLSHGTNIEECSKCEYQPLLFAVSRRKVKMVEFLLKKKANVNAIDYLGRSALIHAVTLGEKDIVILLLQHNIDVLSRDAFRKIAGDYAIEAKNRVIFDLIYEYERKRYEDLPINSNPVSSQKQPALKATSGKEDSISNIATEIKDGQKSGT.... Result: 1 (interaction).